This data is from Reaction yield outcomes from USPTO patents with 853,638 reactions. The task is: Predict the reaction yield, written as a fraction of the theoretical maximum amount of product (1.0 means a 100% yield; for example, 0.34 means a 34% yield). (1) The reactants are [CH2:1]([C:3]1[N:7]([C:8]2[CH:13]=[CH:12][C:11]([F:14])=[CH:10][CH:9]=2)[N:6]=[CH:5][C:4]=1[NH2:15])[CH3:2].[Cl:16][C:17]1[C:18]([C:27]([F:30])([F:29])[F:28])=[N:19][N:20]([CH2:23][C:24](O)=[O:25])[C:21]=1[CH3:22].C(N(C(C)C)CC)(C)C.CN(C(ON1N=NC2C=CC=NC1=2)=[N+](C)C)C.F[P-](F)(F)(F)(F)F. The catalyst is CN(C=O)C.O. The product is [Cl:16][C:17]1[C:18]([C:27]([F:29])([F:28])[F:30])=[N:19][N:20]([CH2:23][C:24]([NH:15][C:4]2[CH:5]=[N:6][N:7]([C:8]3[CH:13]=[CH:12][C:11]([F:14])=[CH:10][CH:9]=3)[C:3]=2[CH2:1][CH3:2])=[O:25])[C:21]=1[CH3:22]. The yield is 0.350. (2) The catalyst is O1CCOCC1. The product is [CH2:9]([S:8][C:6]1[C:5]([C:11]([NH:13][CH2:14][C:15]2[CH:20]=[CH:19][CH:18]=[C:17]([F:21])[CH:16]=2)=[O:12])=[C:4]([CH3:22])[CH:3]=[C:2]([N:27]2[CH2:28][CH:25]([O:24][CH3:23])[CH2:26]2)[N:7]=1)[CH3:10]. The reactants are Cl[C:2]1[N:7]=[C:6]([S:8][CH2:9][CH3:10])[C:5]([C:11]([NH:13][CH2:14][C:15]2[CH:20]=[CH:19][CH:18]=[C:17]([F:21])[CH:16]=2)=[O:12])=[C:4]([CH3:22])[CH:3]=1.[CH3:23][O:24][CH:25]1[CH2:28][NH:27][CH2:26]1.C([O-])([O-])=O.[Cs+].[Cs+]. The yield is 0.310. (3) The reactants are Br[C:2]1[CH:11]=[CH:10][C:5]([C:6]([O:8][CH3:9])=[O:7])=[C:4]([CH2:12][N:13]2[CH2:22][C@@H:21]3[CH2:23][O:24][CH2:25][CH2:26][N:20]3[C:19]3[N:18]=[C:17]([Cl:27])[N:16]=[CH:15][C:14]2=3)[CH:3]=1.[C:28]([O-])([O-])=O.[K+].[K+].CB1OB(C)OB(C)O1.O. The catalyst is O1CCOCC1.C1C=CC(P(C2C=CC=CC=2)[C-]2C=CC=C2)=CC=1.C1C=CC(P(C2C=CC=CC=2)[C-]2C=CC=C2)=CC=1.Cl[Pd]Cl.[Fe+2]. The product is [Cl:27][C:17]1[N:16]=[CH:15][C:14]2[N:13]([CH2:12][C:4]3[CH:3]=[C:2]([CH3:28])[CH:11]=[CH:10][C:5]=3[C:6]([O:8][CH3:9])=[O:7])[CH2:22][C@@H:21]3[CH2:23][O:24][CH2:25][CH2:26][N:20]3[C:19]=2[N:18]=1. The yield is 0.730. (4) The reactants are Br[C:2]1[CH:7]=[CH:6][CH:5]=[C:4]([N+:8]([O-:10])=[O:9])[C:3]=1[NH:11][C:12](=[O:14])[CH3:13].CC1(C)C(C)(C)OB([C:23]2[CH:28]=[CH:27][N:26]=[CH:25][CH:24]=2)O1.C([O-])([O-])=O.[Na+].[Na+].COCCOC. The catalyst is C1C=CC([P]([Pd]([P](C2C=CC=CC=2)(C2C=CC=CC=2)C2C=CC=CC=2)([P](C2C=CC=CC=2)(C2C=CC=CC=2)C2C=CC=CC=2)[P](C2C=CC=CC=2)(C2C=CC=CC=2)C2C=CC=CC=2)(C2C=CC=CC=2)C2C=CC=CC=2)=CC=1.O. The product is [N+:8]([C:4]1[CH:5]=[CH:6][CH:7]=[C:2]([C:23]2[CH:28]=[CH:27][N:26]=[CH:25][CH:24]=2)[C:3]=1[NH:11][C:12](=[O:14])[CH3:13])([O-:10])=[O:9]. The yield is 0.550. (5) The reactants are [OH:1][CH2:2][CH:3]1[CH2:12][N:7]2[CH2:8][CH2:9][NH:10][CH2:11][CH:6]2[CH2:5][CH2:4]1.C([Li])CCC.[CH3:18][O:19][C:20]1[CH:25]=[CH:24][CH:23]=[C:22](OC)[N:21]=1.Cl. The catalyst is C1COCC1. The product is [OH:1][CH2:2][CH:3]1[CH2:12][N:7]2[CH2:8][CH2:9][N:10]([C:22]3[CH:23]=[CH:24][CH:25]=[C:20]([O:19][CH3:18])[N:21]=3)[CH2:11][CH:6]2[CH2:5][CH2:4]1. The yield is 0.370. (6) The reactants are Cl[CH2:2][C:3]([N:5]1[C:14]2[C:9](=[CH:10][CH:11]=[CH:12][CH:13]=2)[CH2:8][CH2:7][CH2:6]1)=[O:4].[C:15]([C:17]1[CH:18]=[CH:19][C:20]2[S:24][C:23]([SH:25])=[N:22][C:21]=2[CH:26]=1)#[N:16]. No catalyst specified. The product is [N:5]1([C:3](=[O:4])[CH2:2][S:25][C:23]2[S:24][C:20]3[CH:19]=[CH:18][C:17]([C:15]#[N:16])=[CH:26][C:21]=3[N:22]=2)[C:14]2[C:9](=[CH:10][CH:11]=[CH:12][CH:13]=2)[CH2:8][CH2:7][CH2:6]1. The yield is 0.740. (7) The reactants are [CH2:1]([C:7]([CH2:9][CH2:10][CH2:11][CH2:12][CH2:13][CH3:14])=O)[CH2:2][CH2:3][CH2:4][CH2:5][CH3:6].C([O-])(=O)C.[NH4+].C([BH3-])#[N:21].[Na+]. The product is [CH2:1]([CH:7]([NH2:21])[CH2:9][CH2:10][CH2:11][CH2:12][CH2:13][CH3:14])[CH2:2][CH2:3][CH2:4][CH2:5][CH3:6]. The yield is 0.810. The catalyst is CO. (8) The reactants are [Cl:1][C:2]1[CH:7]=[C:6]2[CH2:8][O:9][C:10]3[CH:34]=[C:33]4[C:13]([CH2:14][CH2:15][C:16]5[N:20]=[C:19]([CH:21]6[CH2:25][CH2:24][CH2:23][N:22]6[C:26]([O:28][C:29]([CH3:32])([CH3:31])[CH3:30])=[O:27])[NH:18][C:17]=54)=[CH:12][C:11]=3[C:5]2=[CH:4][CH:3]=1. The catalyst is ClCCl.C(OCC)(=O)C.[O-2].[Mn+4].[O-2]. The product is [Cl:1][C:2]1[CH:7]=[C:6]2[CH2:8][O:9][C:10]3[CH:34]=[C:33]4[C:13]([CH:14]=[CH:15][C:16]5[N:20]=[C:19]([CH:21]6[CH2:25][CH2:24][CH2:23][N:22]6[C:26]([O:28][C:29]([CH3:30])([CH3:31])[CH3:32])=[O:27])[NH:18][C:17]=54)=[CH:12][C:11]=3[C:5]2=[CH:4][CH:3]=1. The yield is 0.810.